Dataset: Full USPTO retrosynthesis dataset with 1.9M reactions from patents (1976-2016). Task: Predict the reactants needed to synthesize the given product. (1) The reactants are: C(C1(COC2C(C3CC3)=CC(C(O)=O)=C(F)C=2)C2CC3CC(CC1C3)C2)#N.[CH:28]1([C:31]2[C:32]([O:41][CH2:42][C:43]34[C:49]([F:51])([F:50])[CH:48]3[CH2:47][CH2:46][CH2:45][CH2:44]4)=[CH:33][C:34]([F:40])=[C:35]([CH:39]=2)[C:36]([OH:38])=O)[CH2:30][CH2:29]1.CS(N)(=O)=O.[N:57]1([S:61]([NH2:64])(=[O:63])=[O:62])[CH2:60][CH2:59][CH2:58]1. Given the product [N:57]1([S:61]([NH:64][C:36](=[O:38])[C:35]2[CH:39]=[C:31]([CH:28]3[CH2:29][CH2:30]3)[C:32]([O:41][CH2:42][C:43]34[C:49]([F:51])([F:50])[CH:48]3[CH2:47][CH2:46][CH2:45][CH2:44]4)=[CH:33][C:34]=2[F:40])(=[O:63])=[O:62])[CH2:60][CH2:59][CH2:58]1, predict the reactants needed to synthesize it. (2) Given the product [CH3:28][C:27]1[C:20]2[C:19]([CH2:18][N:11]3[C:12]4[CH:17]=[CH:16][CH:15]=[CH:14][C:13]=4[N:9]([CH2:8][CH2:7][C:6]([OH:30])=[O:5])[C:10]3=[O:29])=[CH:23][S:22][C:21]=2[CH:24]=[CH:25][CH:26]=1, predict the reactants needed to synthesize it. The reactants are: O.[OH-].[Li+].C[O:5][C:6](=[O:30])[CH2:7][CH2:8][N:9]1[C:13]2[CH:14]=[CH:15][CH:16]=[CH:17][C:12]=2[N:11]([CH2:18][C:19]2[C:20]3[C:27]([CH3:28])=[CH:26][CH:25]=[CH:24][C:21]=3[S:22][CH:23]=2)[C:10]1=[O:29].Cl.